Dataset: Reaction yield outcomes from USPTO patents with 853,638 reactions. Task: Predict the reaction yield, written as a fraction of the theoretical maximum amount of product (1.0 means a 100% yield; for example, 0.34 means a 34% yield). The reactants are [NH:1]1[C:9]2[C:4](=[C:5]([C:10]([N:12]3[CH2:18][C:17]4([CH3:20])[CH2:19][CH:13]3[CH2:14][C:15]([CH3:22])([CH3:21])[CH2:16]4)=[O:11])[CH:6]=[CH:7][CH:8]=2)[CH:3]=[CH:2]1.[H-].[Na+].Br[CH:26]([CH3:32])[C:27]([O:29][CH2:30][CH3:31])=[O:28]. The catalyst is CN(C=O)C. The product is [CH2:30]([O:29][C:27](=[O:28])[CH2:26][CH2:32][N:1]1[C:9]2[C:4](=[C:5]([C:10]([N:12]3[CH2:18][C:17]4([CH3:20])[CH2:19][CH:13]3[CH2:14][C:15]([CH3:22])([CH3:21])[CH2:16]4)=[O:11])[CH:6]=[CH:7][CH:8]=2)[CH:3]=[CH:2]1)[CH3:31]. The yield is 0.270.